This data is from Forward reaction prediction with 1.9M reactions from USPTO patents (1976-2016). The task is: Predict the product of the given reaction. (1) Given the reactants [NH2:1][C:2]1[CH:7]=[CH:6][CH:5]=[CH:4][C:3]=1[C:8]([C:10]1[S:14][C:13]2[CH:15]=[CH:16][CH:17]=[CH:18][C:12]=2[CH:11]=1)=O, predict the reaction product. The product is: [S:14]1[C:10]([CH2:8][C:3]2[CH:4]=[CH:5][CH:6]=[CH:7][C:2]=2[NH2:1])=[CH:11][C:12]2[CH:18]=[CH:17][CH:16]=[CH:15][C:13]1=2. (2) Given the reactants [O:1]1[CH2:3][CH:2]1[CH2:4][O:5][C:6]1[CH:14]=[CH:13][C:9]([C:10]([NH2:12])=[O:11])=[CH:8][CH:7]=1.[NH2:15][CH:16]1[CH2:21][CH2:20][N:19]([C:22]([O:24][C:25]([CH3:28])([CH3:27])[CH3:26])=[O:23])[CH2:18][CH2:17]1, predict the reaction product. The product is: [C:25]([O:24][C:22]([N:19]1[CH2:20][CH2:21][CH:16]([NH:15][CH2:3][CH:2]([OH:1])[CH2:4][O:5][C:6]2[CH:14]=[CH:13][C:9]([C:10](=[O:11])[NH2:12])=[CH:8][CH:7]=2)[CH2:17][CH2:18]1)=[O:23])([CH3:28])([CH3:26])[CH3:27]. (3) Given the reactants C1(P(C2C=CC=CC=2)C2C=CC=CC=2)C=CC=CC=1.O[CH2:21][CH2:22][CH2:23][C:24]1[CH:29]=[CH:28][N:27]=[CH:26][C:25]=1[C:30]1[NH:31][C:32](=[O:48])[C:33]([C:42]2[S:43][CH:44]=[C:45]([CH3:47])[N:46]=2)=[CH:34][C:35]=1[C:36]1[CH:41]=[CH:40][N:39]=[CH:38][CH:37]=1.N(C(OCC)=O)=NC(OCC)=O.O, predict the reaction product. The product is: [CH3:47][C:45]1[N:46]=[C:42]([C:33]2[C:32](=[O:48])[N:31]3[CH2:21][CH2:22][CH2:23][C:24]4[CH:29]=[CH:28][N:27]=[CH:26][C:25]=4[C:30]3=[C:35]([C:36]3[CH:41]=[CH:40][N:39]=[CH:38][CH:37]=3)[CH:34]=2)[S:43][CH:44]=1.